This data is from Catalyst prediction with 721,799 reactions and 888 catalyst types from USPTO. The task is: Predict which catalyst facilitates the given reaction. The catalyst class is: 27. Reactant: [Cl:1][C:2]1[CH:7]=[CH:6][CH:5]=[C:4]([F:8])[C:3]=1[CH2:9][N:10]([CH2:13][C:14]1[N:19]=[CH:18][C:17]([CH2:20][N:21]2[CH2:26][CH2:25][N:24]([C:27]3[C:32]([C:33]([O:35][CH:36]([CH3:38])[CH3:37])=[O:34])=[CH:31][CH:30]=[CH:29][N:28]=3)[CH2:23][CH2:22]2)=[CH:16][CH:15]=1)[CH2:11][CH3:12].[ClH:39].O1CCOCC1. Product: [ClH:1].[ClH:39].[ClH:1].[Cl:1][C:2]1[CH:7]=[CH:6][CH:5]=[C:4]([F:8])[C:3]=1[CH2:9][N:10]([CH2:13][C:14]1[N:19]=[CH:18][C:17]([CH2:20][N:21]2[CH2:22][CH2:23][N:24]([C:27]3[C:32]([C:33]([O:35][CH:36]([CH3:37])[CH3:38])=[O:34])=[CH:31][CH:30]=[CH:29][N:28]=3)[CH2:25][CH2:26]2)=[CH:16][CH:15]=1)[CH2:11][CH3:12].